From a dataset of TCR-epitope binding with 47,182 pairs between 192 epitopes and 23,139 TCRs. Binary Classification. Given a T-cell receptor sequence (or CDR3 region) and an epitope sequence, predict whether binding occurs between them. (1) The epitope is GTSGSPIINR. The TCR CDR3 sequence is CASSLQPSGRGTDTQYF. Result: 1 (the TCR binds to the epitope). (2) The epitope is NLVPMVATV. The TCR CDR3 sequence is CASTRWVAGGKGDEQFF. Result: 1 (the TCR binds to the epitope). (3) The epitope is TLIGDCATV. The TCR CDR3 sequence is CASSHGGPPTFYGYTF. Result: 0 (the TCR does not bind to the epitope). (4) The epitope is QIKVRVKMV. The TCR CDR3 sequence is CASSGQGGYTF. Result: 0 (the TCR does not bind to the epitope). (5) Result: 0 (the TCR does not bind to the epitope). The TCR CDR3 sequence is CASSSRAVDEQYF. The epitope is LLQTGIHVRVSQPSL.